The task is: Predict the reaction yield, written as a fraction of the theoretical maximum amount of product (1.0 means a 100% yield; for example, 0.34 means a 34% yield).. This data is from Reaction yield outcomes from USPTO patents with 853,638 reactions. The reactants are C(Cl)(=O)[C:2](Cl)=[O:3].CN(C)C=O.ClCCl.[CH3:15][NH:16][C:17]([C:19]1[NH:20][C:21]2[C:26]([CH:27]=1)=[CH:25][CH:24]=[CH:23][CH:22]=2)=[O:18]. The catalyst is O. The product is [CH:2]([C:27]1[C:26]2[C:21](=[CH:22][CH:23]=[CH:24][CH:25]=2)[NH:20][C:19]=1[C:17]([NH:16][CH3:15])=[O:18])=[O:3]. The yield is 0.500.